From a dataset of Full USPTO retrosynthesis dataset with 1.9M reactions from patents (1976-2016). Predict the reactants needed to synthesize the given product. (1) Given the product [C:19]1([C:17]2[N:18]=[C:13]3[CH2:12][CH2:11][CH2:10][N:9]([CH2:8][CH2:7][CH2:6][CH2:5][OH:4])[C:14]3=[N:15][C:16]=2[C:25]2[CH:30]=[CH:29][CH:28]=[CH:27][CH:26]=2)[CH:20]=[CH:21][CH:22]=[CH:23][CH:24]=1, predict the reactants needed to synthesize it. The reactants are: C([O:4][CH2:5][CH2:6][CH2:7][CH2:8][N:9]1[C:14]2=[N:15][C:16]([C:25]3[CH:30]=[CH:29][CH:28]=[CH:27][CH:26]=3)=[C:17]([C:19]3[CH:24]=[CH:23][CH:22]=[CH:21][CH:20]=3)[N:18]=[C:13]2[CH2:12][CH2:11][CH2:10]1)(=O)C.[OH-].[Li+]. (2) Given the product [CH2:18]([O:8][CH2:7][CH:5]1[CH2:4][O:3][C:2]([CH3:9])([CH3:1])[O:6]1)[C:15]1[CH:16]=[CH:17][CH:12]=[CH:13][CH:14]=1, predict the reactants needed to synthesize it. The reactants are: [CH3:1][C:2]1([CH3:9])[O:6][CH:5]([CH2:7][OH:8])[CH2:4][O:3]1.[H-].[Na+].[CH:12]1[CH:17]=[CH:16][C:15]([CH2:18]Br)=[CH:14][CH:13]=1. (3) Given the product [C:1]([C:4]1[CH:5]=[C:6]([CH:7]=[CH:8][CH:9]=1)[CH2:10][CH2:11][C:12]1[C:17]([C:18]([F:21])([F:19])[F:20])=[CH:16][N:15]=[C:14]([NH:22][C:23]2[CH:24]=[CH:25][C:26]([CH2:27][N:28]3[CH2:29][CH2:30][N:31]([C:34]([O:36][C:37]([CH3:38])([CH3:39])[CH3:40])=[O:35])[CH2:32][CH2:33]3)=[CH:41][CH:42]=2)[N:13]=1)(=[O:3])[NH2:2], predict the reactants needed to synthesize it. The reactants are: [C:1]([C:4]1[CH:5]=[C:6]([C:10]#[C:11][C:12]2[C:17]([C:18]([F:21])([F:20])[F:19])=[CH:16][N:15]=[C:14]([NH:22][C:23]3[CH:42]=[CH:41][C:26]([CH2:27][N:28]4[CH2:33][CH2:32][N:31]([C:34]([O:36][C:37]([CH3:40])([CH3:39])[CH3:38])=[O:35])[CH2:30][CH2:29]4)=[CH:25][CH:24]=3)[N:13]=2)[CH:7]=[CH:8][CH:9]=1)(=[O:3])[NH2:2].C(N(CC)CC)C. (4) Given the product [Br:21][C:12]1[NH:11][C:10]2[C:9](=[O:22])[N:8]3[C:4]([CH2:3][CH2:2][NH:1][C:30]([NH:29][C:23]4[CH:28]=[CH:27][CH:26]=[CH:25][CH:24]=4)=[O:31])=[N:5][N:6]=[C:7]3[N:15]([CH2:16][CH2:17][CH2:18][CH2:19][CH3:20])[C:14]=2[N:13]=1, predict the reactants needed to synthesize it. The reactants are: [NH2:1][CH2:2][CH2:3][C:4]1[N:8]2[C:9](=[O:22])[C:10]3[NH:11][C:12]([Br:21])=[N:13][C:14]=3[N:15]([CH2:16][CH2:17][CH2:18][CH2:19][CH3:20])[C:7]2=[N:6][N:5]=1.[C:23]1([N:29]=[C:30]=[O:31])[CH:28]=[CH:27][CH:26]=[CH:25][CH:24]=1. (5) Given the product [CH:1]1([N:7]2[C:20](=[O:21])[C:18]3=[C:19]4[C:14](=[CH:15][CH:16]=[CH:17]3)[C:13]([C:32]3[CH:37]=[CH:36][C:35]([Cl:38])=[CH:34][C:33]=3[N+:39]([O-:41])=[O:40])=[CH:12][CH:11]=[C:10]4[C:8]2=[O:9])[CH2:2][CH2:3][CH2:4][CH2:5][CH2:6]1, predict the reactants needed to synthesize it. The reactants are: [CH:1]1([N:7]2[C:20](=[O:21])[C:18]3=[C:19]4[C:14](=[CH:15][CH:16]=[CH:17]3)[C:13](B3OC(C)(C)C(C)(C)O3)=[CH:12][CH:11]=[C:10]4[C:8]2=[O:9])[CH2:6][CH2:5][CH2:4][CH2:3][CH2:2]1.Br[C:32]1[CH:37]=[CH:36][C:35]([Cl:38])=[CH:34][C:33]=1[N+:39]([O-:41])=[O:40].C(=O)([O-])[O-].[K+].[K+]. (6) Given the product [CH2:28]([N:22]1[C:10]2[C:11](=[C:12]3[C:7](=[CH:8][CH:9]=2)[N:6]=[C:5]([O:4][CH:1]([CH3:3])[CH3:2])[CH:14]=[C:13]3[C:15]([F:18])([F:17])[F:16])[O:19][CH2:20][CH:21]1[CH2:23][CH2:24][CH3:25])[CH3:29], predict the reactants needed to synthesize it. The reactants are: [CH:1]([O:4][C:5]1[CH:14]=[C:13]([C:15]([F:18])([F:17])[F:16])[C:12]2[C:7](=[CH:8][CH:9]=[C:10]3[NH:22][CH:21]([CH2:23][CH2:24][CH3:25])[CH2:20][O:19][C:11]3=2)[N:6]=1)([CH3:3])[CH3:2].[BH4-].[Na+].[C:28](O)(=O)[CH3:29]. (7) Given the product [F:7][C:8]1[CH:9]=[C:10]([C:15]2[CH:16]=[CH:17][C:18]([CH2:21][CH2:22][C:23]([OH:25])=[O:24])=[CH:19][CH:20]=2)[CH:11]=[C:12]([F:14])[CH:13]=1, predict the reactants needed to synthesize it. The reactants are: [H-].[Al+3].[Li+].[H-].[H-].[H-].[F:7][C:8]1[CH:9]=[C:10]([C:15]2[CH:20]=[CH:19][C:18]([CH2:21][CH2:22][C:23]([O:25]C)=[O:24])=[CH:17][CH:16]=2)[CH:11]=[C:12]([F:14])[CH:13]=1. (8) Given the product [CH3:1][N:2]1[C:10]2[CH:9]=[CH:8][C:7]([C:11]([OH:13])=[O:12])=[CH:6][C:5]=2[C:4]2[CH2:15][N:16]([CH:19]3[CH2:24][CH2:23][O:22][CH2:21][CH2:20]3)[CH2:17][CH2:18][C:3]1=2, predict the reactants needed to synthesize it. The reactants are: [CH3:1][N:2]1[C:10]2[CH:9]=[CH:8][C:7]([C:11]([O:13]C)=[O:12])=[CH:6][C:5]=2[C:4]2[CH2:15][N:16]([CH:19]3[CH2:24][CH2:23][O:22][CH2:21][CH2:20]3)[CH2:17][CH2:18][C:3]1=2.[OH-].[K+].Cl.